Predict the reaction yield, written as a fraction of the theoretical maximum amount of product (1.0 means a 100% yield; for example, 0.34 means a 34% yield). From a dataset of Reaction yield outcomes from USPTO patents with 853,638 reactions. (1) The reactants are [CH3:1][C@H:2]([NH2:11])[C@H:3]([OH:10])[C:4]1[CH:9]=[CH:8][CH:7]=[CH:6][CH:5]=1.I[C:13]1[CH:14]=[C:15]2[C:19](=[CH:20][CH:21]=1)[N:18]([C:22]1[CH:23]=[N:24][CH:25]=[CH:26][CH:27]=1)[N:17]=[CH:16]2.C(=O)([O-])[O-].[Cs+].[Cs+].C(#N)CCC. The catalyst is [Cu]I. The product is [N:24]1[CH:25]=[CH:26][CH:27]=[C:22]([N:18]2[C:19]3[C:15](=[CH:14][C:13]([O:10][C@H:3]([C:4]4[CH:5]=[CH:6][CH:7]=[CH:8][CH:9]=4)[C@H:2]([CH3:1])[NH2:11])=[CH:21][CH:20]=3)[CH:16]=[N:17]2)[CH:23]=1. The yield is 0.270. (2) The reactants are [F:1][C:2]([F:29])([F:28])[O:3][C:4]1[CH:9]=[CH:8][C:7]([O:10][C:11](=[O:27])[N:12]([CH2:25][CH3:26])[CH:13]2[CH2:22][CH2:21][C:20]3[C:15](=[CH:16][CH:17]=[C:18]([O:23]C)[CH:19]=3)[CH2:14]2)=[CH:6][CH:5]=1.B(Br)(Br)Br.C(Cl)Cl. The catalyst is C(Cl)Cl. The product is [F:1][C:2]([F:28])([F:29])[O:3][C:4]1[CH:5]=[CH:6][C:7]([O:10][C:11](=[O:27])[N:12]([CH2:25][CH3:26])[CH:13]2[CH2:22][CH2:21][C:20]3[C:15](=[CH:16][CH:17]=[C:18]([OH:23])[CH:19]=3)[CH2:14]2)=[CH:8][CH:9]=1. The yield is 0.750. (3) The reactants are [Br:1][C:2]1[S:6][C:5]([C:7](OCC)([O:9]CC)[CH3:8])=[N:4][CH:3]=1.FC(F)(F)C(O)=O.O. The catalyst is ClCCl. The product is [Br:1][C:2]1[S:6][C:5]([C:7](=[O:9])[CH3:8])=[N:4][CH:3]=1. The yield is 0.910. (4) The reactants are CON(C)[C:4]([C:6]1[CH:10]=[CH:9][O:8][CH:7]=1)=[O:5].[CH2:12]([Mg]Cl)[C:13]1[CH:18]=[CH:17][CH:16]=[CH:15][CH:14]=1.CCOC(C)=O.[NH4+].[Cl-]. The catalyst is C1COCC1. The product is [O:8]1[CH:9]=[CH:10][C:6]([C:4](=[O:5])[CH2:12][C:13]2[CH:18]=[CH:17][CH:16]=[CH:15][CH:14]=2)=[CH:7]1. The yield is 0.632. (5) The yield is 0.760. The catalyst is C(Cl)(Cl)(Cl)Cl.C1COCC1. The reactants are [F:1][C:2]1[CH:3]=[C:4]([C@H:8]2[CH2:12][CH2:11][CH2:10][N:9]2[C:13]2[CH:18]=[CH:17][N:16]3[N:19]=[CH:20][C:21]([C:22](O)=[O:23])=[C:15]3[N:14]=2)[CH:5]=[CH:6][CH:7]=1.S(Cl)(Cl)=O.C[N:30](C1C=CC=CN=1)C. The product is [F:1][C:2]1[CH:3]=[C:4]([C@H:8]2[CH2:12][CH2:11][CH2:10][N:9]2[C:13]2[CH:18]=[CH:17][N:16]3[N:19]=[CH:20][C:21]([C:22]([NH2:30])=[O:23])=[C:15]3[N:14]=2)[CH:5]=[CH:6][CH:7]=1. (6) The reactants are Cl[C:2]1[CH:7]=[CH:6][C:5]([CH3:8])=[CH:4][C:3]=1[N+:9]([O-])=O.[NH:12]1[CH:16]=[N:15][C:14]([SH:17])=[N:13]1.C([O-])([O-])=O.[K+].[K+]. The catalyst is CN(C=O)C.O. The product is [CH3:8][C:5]1[CH:6]=[CH:7][C:2]([S:17][C:14]2[N:15]=[CH:16][NH:12][N:13]=2)=[C:3]([NH2:9])[CH:4]=1. The yield is 0.260. (7) The reactants are [OH:1]OS([O-])=O.[K+].[F:7][C:8]1[CH:9]=[C:10]([S:15][C:16]2[CH:17]=[C:18]3[C:24]([NH2:25])=[N:23][NH:22][C:19]3=[N:20][CH:21]=2)[CH:11]=[C:12]([F:14])[CH:13]=1.O1CCCC1.CO.[OH2:33]. No catalyst specified. The product is [F:7][C:8]1[CH:9]=[C:10]([S:15]([C:16]2[CH:17]=[C:18]3[C:24]([NH2:25])=[N:23][NH:22][C:19]3=[N:20][CH:21]=2)(=[O:1])=[O:33])[CH:11]=[C:12]([F:14])[CH:13]=1. The yield is 0.810. (8) The reactants are [N-:1]=[N+:2]=[N-:3].[Na+].[Cl-].[NH4+].[CH:7]1[C:16]2[C:11](=[CH:12][CH:13]=[CH:14][CH:15]=2)[CH:10]=[CH:9][C:8]=1[O:17][CH2:18][C:19]1[CH:20]=[C:21]([CH:24]=[CH:25][CH:26]=1)[C:22]#[N:23].Cl. The catalyst is CN(C)C=O. The product is [CH:7]1[C:16]2[C:11](=[CH:12][CH:13]=[CH:14][CH:15]=2)[CH:10]=[CH:9][C:8]=1[O:17][CH2:18][C:19]1[CH:20]=[C:21]([C:22]2[NH:23][N:3]=[N:2][N:1]=2)[CH:24]=[CH:25][CH:26]=1. The yield is 0.930. (9) The reactants are [Cl:1][C:2]1[CH:22]=[C:21]([C:23]2[S:24][CH:25]=[CH:26][CH:27]=2)[CH:20]=[CH:19][C:3]=1[CH2:4][N:5]1[C:9]2=[N:10][C:11]([C:14]([O:16][CH3:17])=[O:15])=[CH:12][CH:13]=[C:8]2[N:7]=[C:6]1[CH3:18].[Cl:28]N1C(=O)CCC1=O.ClCCl. The catalyst is C(O)(=O)C. The product is [Cl:1][C:2]1[CH:22]=[C:21]([C:23]2[S:24][C:25]([Cl:28])=[CH:26][CH:27]=2)[CH:20]=[CH:19][C:3]=1[CH2:4][N:5]1[C:9]2=[N:10][C:11]([C:14]([O:16][CH3:17])=[O:15])=[CH:12][CH:13]=[C:8]2[N:7]=[C:6]1[CH3:18]. The yield is 0.957.